Dataset: Reaction yield outcomes from USPTO patents with 853,638 reactions. Task: Predict the reaction yield, written as a fraction of the theoretical maximum amount of product (1.0 means a 100% yield; for example, 0.34 means a 34% yield). (1) The reactants are [F:1][C:2]1[C:3]([O:17][CH3:18])=[C:4]([C:8]([CH3:16])([CH3:15])[CH2:9][C:10](=[O:14])[C:11]([OH:13])=[O:12])[CH:5]=[CH:6][CH:7]=1.S(=O)(=O)(O)O.[CH2:24](O)[CH3:25]. No catalyst specified. The product is [CH2:24]([O:12][C:11](=[O:13])[C:10](=[O:14])[CH2:9][C:8]([C:4]1[CH:5]=[CH:6][CH:7]=[C:2]([F:1])[C:3]=1[O:17][CH3:18])([CH3:16])[CH3:15])[CH3:25]. The yield is 0.906. (2) The reactants are CC(C)([O-])C.[K+].C[C:8]1(O)C=C[CH:11]=[N:10][CH2:9]1.CI.O.[CH2:18]1[CH2:22][O:21][CH2:20][CH2:19]1. No catalyst specified. The product is [CH3:20][O:21][C:22]1[CH:18]=[CH:19][C:9]([CH3:8])=[N:10][CH:11]=1. The yield is 0.850. (3) The reactants are [CH3:1][CH:2]([CH3:28])[CH2:3][C@H:4]([C:20]1([C:25]([NH2:27])=[O:26])[CH2:24][CH:23]=[CH:22][CH2:21]1)[C:5](=[O:19])[NH:6][CH:7]1[C:13](=[O:14])[NH:12][C:11]2[CH:15]=[CH:16][CH:17]=[CH:18][C:10]=2[CH2:9][CH2:8]1.C([O-])([O-])=O.[K+].[K+].[F:35][C:36]1[CH:50]=[CH:49][CH:48]=[CH:47][C:37]=1[O:38][C:39]1[CH:40]=[C:41]([CH:44]=[CH:45][CH:46]=1)[CH2:42]Br. The catalyst is CC#N. The product is [F:35][C:36]1[CH:50]=[CH:49][CH:48]=[CH:47][C:37]=1[O:38][C:39]1[CH:40]=[C:41]([CH:44]=[CH:45][CH:46]=1)[CH2:42][N:12]1[C:13](=[O:14])[CH:7]([NH:6][C:5]([CH:4]([C:20]2([C:25]([NH2:27])=[O:26])[CH2:21][CH:22]=[CH:23][CH2:24]2)[CH2:3][CH:2]([CH3:28])[CH3:1])=[O:19])[CH2:8][CH2:9][C:10]2[CH:18]=[CH:17][CH:16]=[CH:15][C:11]1=2. The yield is 0.770. (4) The catalyst is CN(C=O)C. The reactants are [CH3:1][O:2][C:3]1[CH:32]=[CH:31][C:6]([CH2:7][N:8]([CH2:22][C:23]2[CH:28]=[CH:27][C:26]([O:29][CH3:30])=[CH:25][CH:24]=2)[C:9]2[CH:14]=[C:13]([F:15])[C:12]([C:16]([CH3:20])([CH3:19])[CH2:17][OH:18])=[C:11]([F:21])[CH:10]=2)=[CH:5][CH:4]=1.I[CH3:34].[H-].[Na+].O. The product is [F:21][C:11]1[CH:10]=[C:9]([CH:14]=[C:13]([F:15])[C:12]=1[C:16]([CH3:20])([CH3:19])[CH2:17][O:18][CH3:34])[N:8]([CH2:7][C:6]1[CH:5]=[CH:4][C:3]([O:2][CH3:1])=[CH:32][CH:31]=1)[CH2:22][C:23]1[CH:24]=[CH:25][C:26]([O:29][CH3:30])=[CH:27][CH:28]=1. The yield is 0.740. (5) The reactants are [F:1][C:2]1[CH:3]=[C:4]2[C:9](=[CH:10][CH:11]=1)[C:8](O)=[N:7][CH:6]=[C:5]2[O:13][CH3:14].O=P(Cl)(Cl)[Cl:17]. No catalyst specified. The product is [Cl:17][C:8]1[C:9]2[C:4](=[CH:3][C:2]([F:1])=[CH:11][CH:10]=2)[C:5]([O:13][CH3:14])=[CH:6][N:7]=1. The yield is 0.670. (6) The reactants are Cl[S:2]([C:5]1[CH:6]=[C:7]2[C:11](=[CH:12][CH:13]=1)[NH:10][C:9](=[O:14])[CH2:8]2)(=[O:4])=[O:3].[NH:15]1[CH2:20][CH2:19][O:18][CH2:17][CH2:16]1. The catalyst is ClCCl. The product is [O:18]1[CH2:19][CH2:20][N:15]([S:2]([C:5]2[CH:6]=[C:7]3[C:11](=[CH:12][CH:13]=2)[NH:10][C:9](=[O:14])[CH2:8]3)(=[O:4])=[O:3])[CH2:16][CH2:17]1. The yield is 0.740. (7) The reactants are C(OC([N:11]1[CH2:15][C@H:14]([O:16][Si](C)(C)C)[CH2:13][C@H:12]1[CH2:21][O:22][CH3:23])=O)C1C=CC=CC=1.[H][H]. The catalyst is CO. The product is [CH3:23][O:22][CH2:21][C@H:12]1[NH:11][CH2:15][C@H:14]([OH:16])[CH2:13]1. The yield is 0.860. (8) The reactants are [Br:1][C:2]1[CH:3]=[C:4]2[C:9](=[CH:10][CH:11]=1)[O:8][C:7]([CH3:13])([CH3:12])[CH2:6][C:5]2([CH3:15])[CH3:14].[CH2:16]([O:18]CC)C. The catalyst is ClCCl.[Ti](Cl)(Cl)(Cl)Cl. The product is [Br:1][C:2]1[CH:3]=[C:4]2[C:9](=[C:10]([CH:16]=[O:18])[CH:11]=1)[O:8][C:7]([CH3:13])([CH3:12])[CH2:6][C:5]2([CH3:15])[CH3:14]. The yield is 0.940. (9) The reactants are Br[C:2]1[C:3]([F:19])=[CH:4][C:5]2[O:11][CH2:10][CH2:9][N:8]3[CH:12]=[C:13]([C:15]([NH2:17])=[O:16])[N:14]=[C:7]3[C:6]=2[CH:18]=1.[CH3:20][C:21]1[O:25][N:24]=[C:23]([C:26]([OH:30])([C:28]#[CH:29])[CH3:27])[N:22]=1. No catalyst specified. The product is [F:19][C:3]1[C:2]([C:29]#[C:28][C:26]([OH:30])([C:23]2[N:22]=[C:21]([CH3:20])[O:25][N:24]=2)[CH3:27])=[CH:18][C:6]2[C:7]3[N:8]([CH:12]=[C:13]([C:15]([NH2:17])=[O:16])[N:14]=3)[CH2:9][CH2:10][O:11][C:5]=2[CH:4]=1. The yield is 0.0500. (10) The reactants are [H-].[Na+].C(OCC)=O.[CH:8]1([CH2:11][O:12][CH2:13][C:14]([O:16]CC)=O)[CH2:10][CH2:9]1.S(O)(O)(=O)=O.[CH3:24][S:25][C:26](=[NH:28])[NH2:27].[CH3:29]SC(=N)N.[O-]CC.[Na+]. The catalyst is C1COCC1.CCO.C(O)(=O)C. The product is [CH:8]1([CH2:11][O:12][C:13]2[C:14]([OH:16])=[N:28][C:26]([S:25][CH3:24])=[N:27][CH:29]=2)[CH2:10][CH2:9]1. The yield is 0.177.